This data is from Catalyst prediction with 721,799 reactions and 888 catalyst types from USPTO. The task is: Predict which catalyst facilitates the given reaction. (1) Reactant: [BH4-].[Na+].[CH3:3][C:4]1[CH:5]=[C:6](/[CH:11]=[C:12](\[C:15]2[CH:20]=[CH:19][CH:18]=[C:17]([F:21])[CH:16]=2)/[C:13]#[N:14])[CH:7]=[CH:8][C:9]=1[CH3:10]. Product: [CH3:3][C:4]1[CH:5]=[C:6]([CH2:11][CH:12]([C:15]2[CH:20]=[CH:19][CH:18]=[C:17]([F:21])[CH:16]=2)[C:13]#[N:14])[CH:7]=[CH:8][C:9]=1[CH3:10]. The catalyst class is: 14. (2) Reactant: CS(O[CH2:6][CH2:7][O:8][C@H:9]1[CH2:14][CH2:13][C@H:12]([N:15]2[C:20](=[O:21])[C:19]([CH2:22][C:23]3[CH:28]=[CH:27][C:26]([C:29]4[CH:34]=[CH:33][CH:32]=[CH:31][C:30]=4[C:35]#[N:36])=[CH:25][CH:24]=3)=[C:18]([CH2:37][CH2:38][CH3:39])[N:17]3[N:40]=[CH:41][N:42]=[C:16]23)[CH2:11][CH2:10]1)(=O)=O.[NH:43]1[CH:47]=[CH:46][N:45]=[CH:44]1.CN(C)C=O.[H-].[Na+]. Product: [N:43]1([CH2:6][CH2:7][O:8][C@H:9]2[CH2:14][CH2:13][C@H:12]([N:15]3[C:20](=[O:21])[C:19]([CH2:22][C:23]4[CH:24]=[CH:25][C:26]([C:29]5[C:30]([C:35]#[N:36])=[CH:31][CH:32]=[CH:33][CH:34]=5)=[CH:27][CH:28]=4)=[C:18]([CH2:37][CH2:38][CH3:39])[N:17]4[N:40]=[CH:41][N:42]=[C:16]34)[CH2:11][CH2:10]2)[CH:47]=[CH:46][N:45]=[CH:44]1. The catalyst class is: 13. (3) Reactant: [I:1][C:2]1[NH:6][C:5]([C@@H:7]2[CH2:11][CH2:10][C@H:9]([CH3:12])[N:8]2[C:13]([O:15]C(C)(C)C)=O)=[N:4][CH:3]=1.Cl.[CH3:21][O:22][C:23]([NH:25][C@@H:26]([CH:30]([CH3:32])[CH3:31])C(O)=O)=O.[CH3:33]N(C(ON1N=NC2C=CC=NC1=2)=[N+](C)C)C.F[P-](F)(F)(F)(F)F.C(N(C(C)C)CC)(C)C. Product: [I:1][C:2]1[NH:6][C:5]([C@@H:7]2[CH2:11][CH2:10][C@H:9]([CH3:12])[N:8]2[C:13](=[O:15])[C@@H:26]([NH:25][C:23]([O:22][CH3:21])=[CH2:33])[CH:30]([CH3:32])[CH3:31])=[N:4][CH:3]=1. The catalyst class is: 4. (4) Reactant: CC1C=C(O[Si:9]([CH:16]([CH3:18])[CH3:17])([CH:13]([CH3:15])[CH3:14])[CH:10]([CH3:12])[CH3:11])C=C(C)C=1C(C1C=CC(F)=C(C(C)C)C=1)O.C(O)(C(F)(F)F)=O.C([SiH](CC)CC)C. Product: [CH:10]([SiH:9]([CH:16]([CH3:18])[CH3:17])[CH:13]([CH3:15])[CH3:14])([CH3:12])[CH3:11]. The catalyst class is: 781. (5) Reactant: O.N.[C:3]([N:7]1[C@H:11]([C:12](=[O:40])[NH:13][C:14]2[CH:15]=[C:16]3[C:21](=[CH:22][CH:23]=2)[N:20]=[CH:19][N:18]=[C:17]3[NH:24][C:25]2[CH:30]=[CH:29][C:28]([O:31][CH2:32][C:33]3[CH:38]=[CH:37][CH:36]=[CH:35][N:34]=3)=[C:27]([Cl:39])[CH:26]=2)[CH2:10][C@@H:9]([O:41]C(=O)C)[CH2:8]1)(=[O:6])[CH:4]=[CH2:5].C(Cl)(Cl)Cl. Product: [Cl:39][C:27]1[CH:26]=[C:25]([NH:24][C:17]2[C:16]3[C:21](=[CH:22][CH:23]=[C:14]([NH:13][C:12]([C@@H:11]4[CH2:10][C@@H:9]([OH:41])[CH2:8][N:7]4[C:3](=[O:6])[CH:4]=[CH2:5])=[O:40])[CH:15]=3)[N:20]=[CH:19][N:18]=2)[CH:30]=[CH:29][C:28]=1[O:31][CH2:32][C:33]1[CH:38]=[CH:37][CH:36]=[CH:35][N:34]=1. The catalyst class is: 5. (6) The catalyst class is: 3. Product: [O:28]1[CH:32]=[CH:31][CH:30]=[C:29]1[CH2:33][NH:34][C:21](=[O:22])[C:20]1[CH:24]=[CH:25][CH:26]=[CH:27][C:19]=1[NH:18][C:14]1[CH:13]=[C:12]2[C:17]([C:9](/[CH:8]=[CH:7]/[C:2]3[CH:3]=[CH:4][CH:5]=[CH:6][N:1]=3)=[N:10][NH:11]2)=[CH:16][CH:15]=1. Reactant: [N:1]1[CH:6]=[CH:5][CH:4]=[CH:3][C:2]=1[CH:7]=[CH:8][C:9]1[C:17]2[C:12](=[CH:13][C:14]([NH:18][C:19]3[CH:27]=[CH:26][CH:25]=[CH:24][C:20]=3[C:21](O)=[O:22])=[CH:15][CH:16]=2)[NH:11][N:10]=1.[O:28]1[CH:32]=[CH:31][CH:30]=[C:29]1[CH2:33][NH2:34].C(N(CC)CC)C.CN(C(ON1N=NC2C=CC=NC1=2)=[N+](C)C)C.F[P-](F)(F)(F)(F)F.